This data is from Reaction yield outcomes from USPTO patents with 853,638 reactions. The task is: Predict the reaction yield, written as a fraction of the theoretical maximum amount of product (1.0 means a 100% yield; for example, 0.34 means a 34% yield). (1) The reactants are [N+:1]([C:4]1[CH:16]=[CH:15][C:7]([CH2:8][C:9]2[O:13][C:12](=[O:14])[NH:11][N:10]=2)=[CH:6][CH:5]=1)([O-:3])=[O:2].IC.[CH3:19]N(C)C=O.[H-].[Na+]. The catalyst is O. The product is [CH3:19][N:11]1[N:10]=[C:9]([CH2:8][C:7]2[CH:15]=[CH:16][C:4]([N+:1]([O-:3])=[O:2])=[CH:5][CH:6]=2)[O:13][C:12]1=[O:14]. The yield is 0.710. (2) The reactants are [C:1]([O:5][C:6](=[O:16])[NH:7][C:8]1[CH:13]=[CH:12][CH:11]=[C:10]([CH2:14]O)[N:9]=1)([CH3:4])([CH3:3])[CH3:2].C(N(S(F)(F)[F:23])CC)C. The catalyst is ClCCl. The product is [C:1]([O:5][C:6](=[O:16])[NH:7][C:8]1[CH:13]=[CH:12][CH:11]=[C:10]([CH2:14][F:23])[N:9]=1)([CH3:4])([CH3:3])[CH3:2]. The yield is 0.510. (3) The reactants are [Li+].CC([N-]C(C)C)C.[N:9]1[CH:14]=[CH:13][CH:12]=[C:11]([CH3:15])[CH:10]=1.[Br:16][CH2:17][CH2:18][CH2:19][CH2:20][CH2:21][CH2:22][CH2:23][CH2:24][CH2:25][CH2:26][CH2:27]Br.[NH4+].[Cl-]. The catalyst is C1COCC1. The product is [Br:16][CH2:17][CH2:18][CH2:19][CH2:20][CH2:21][CH2:22][CH2:23][CH2:24][CH2:25][CH2:26][CH2:27][CH2:15][C:11]1[CH:10]=[N:9][CH:14]=[CH:13][CH:12]=1. The yield is 0.590. (4) The reactants are [CH3:1][O:2][C:3]1[CH:10]=[CH:9][C:6]([CH:7]=O)=[CH:5][CH:4]=1.[NH2:11][C:12]1[CH:13]=[C:14]([CH:19]=[CH:20][CH:21]=1)[C:15]([O:17][CH3:18])=[O:16]. The yield is 0.560. The catalyst is CO. The product is [CH3:1][O:2][C:3]1[CH:10]=[CH:9][C:6](/[CH:7]=[N:11]/[C:12]2[CH:13]=[C:14]([CH:19]=[CH:20][CH:21]=2)[C:15]([O:17][CH3:18])=[O:16])=[CH:5][CH:4]=1.